Dataset: Forward reaction prediction with 1.9M reactions from USPTO patents (1976-2016). Task: Predict the product of the given reaction. (1) Given the reactants [NH2:1][C:2]1[CH:10]=[C:9]([F:11])[CH:8]=[CH:7][C:3]=1[C:4]([OH:6])=[O:5].[Br:12]Br, predict the reaction product. The product is: [NH2:1][C:2]1[CH:10]=[C:9]([F:11])[C:8]([Br:12])=[CH:7][C:3]=1[C:4]([OH:6])=[O:5]. (2) Given the reactants [Cl:1][C:2]1[CH:7]=[CH:6][C:5]([F:8])=[CH:4][C:3]=1[OH:9].[N+:10]([O-])([OH:12])=[O:11], predict the reaction product. The product is: [Cl:1][C:2]1[CH:7]=[C:6]([N+:10]([O-:12])=[O:11])[C:5]([F:8])=[CH:4][C:3]=1[OH:9]. (3) Given the reactants C(OC([N:8]1[CH2:13][CH2:12][N:11]([C:14]2[CH:19]=[CH:18][CH:17]=[C:16]([C:20]([N:22]3[CH2:27][CH2:26][CH2:25][CH2:24][CH:23]3[C:28]3[CH:33]=[CH:32][CH:31]=[CH:30][C:29]=3[CH3:34])=[O:21])[N:15]=2)[CH2:10][CH2:9]1)=O)(C)(C)C.C([O-])(O)=O.[Na+], predict the reaction product. The product is: [N:11]1([C:14]2[N:15]=[C:16]([C:20]([N:22]3[CH2:27][CH2:26][CH2:25][CH2:24][CH:23]3[C:28]3[CH:33]=[CH:32][CH:31]=[CH:30][C:29]=3[CH3:34])=[O:21])[CH:17]=[CH:18][CH:19]=2)[CH2:12][CH2:13][NH:8][CH2:9][CH2:10]1. (4) Given the reactants Cl[C:2]1[C:7]([S:8]([NH:11][CH3:12])(=[O:10])=[O:9])=[CH:6][CH:5]=[CH:4][N:3]=1.[NH:13]1[CH2:18][CH2:17][NH:16][CH2:15][CH2:14]1.C(N(CC)C(C)C)(C)C, predict the reaction product. The product is: [CH3:12][NH:11][S:8]([C:7]1[C:2]([N:13]2[CH2:18][CH2:17][NH:16][CH2:15][CH2:14]2)=[N:3][CH:4]=[CH:5][CH:6]=1)(=[O:10])=[O:9]. (5) Given the reactants [NH:1]1[CH2:6][CH2:5][CH:4]([NH:7][C:8]([C:10]2[C:14]3[N:15]=[CH:16][N:17]=[C:18]([C:19]4[CH:24]=[C:23]([CH3:25])[CH:22]=[CH:21][C:20]=4[O:26][CH2:27][CH:28]4[CH2:30][CH2:29]4)[C:13]=3[NH:12][CH:11]=2)=[O:9])[CH2:3][CH2:2]1.Cl[C:32]([C:34]1([O:37]C(=O)C)[CH2:36][CH2:35]1)=[O:33], predict the reaction product. The product is: [OH:37][C:34]1([C:32]([N:1]2[CH2:2][CH2:3][CH:4]([NH:7][C:8]([C:10]3[C:14]4[N:15]=[CH:16][N:17]=[C:18]([C:19]5[CH:24]=[C:23]([CH3:25])[CH:22]=[CH:21][C:20]=5[O:26][CH2:27][CH:28]5[CH2:29][CH2:30]5)[C:13]=4[NH:12][CH:11]=3)=[O:9])[CH2:5][CH2:6]2)=[O:33])[CH2:36][CH2:35]1. (6) Given the reactants [CH3:1][C:2]1[CH:7]=[C:6]([NH:8][C:9]([C:11]2[CH:16]=[C:15](B3OC(C)(C)C(C)(C)O3)[CH:14]=[C:13]([CH3:26])[N:12]=2)=[O:10])[CH:5]=[CH:4][N:3]=1.Br[C:28]1[CH:33]=[C:32]([CH3:34])[N:31]=[C:30]([C:35]#[N:36])[CH:29]=1, predict the reaction product. The product is: [CH3:1][C:2]1[CH:7]=[C:6]([NH:8][C:9]([C:11]2[CH:16]=[C:15]([C:28]3[CH:29]=[C:30]([C:35]#[N:36])[N:31]=[C:32]([CH3:34])[CH:33]=3)[CH:14]=[C:13]([CH3:26])[N:12]=2)=[O:10])[CH:5]=[CH:4][N:3]=1. (7) The product is: [CH:16]([N:10]([CH:4]([CH3:3])[CH3:5])[CH2:9][CH3:8])([CH3:17])[CH3:19]. Given the reactants S1[C:5]2=CC=[CH:8][CH:9]=[N:10][C:4]2=[CH:3]C1.CN(C)C=O.[C:16](#N)[CH3:17].[C:19](=O)([O-])[O-].[K+].[K+], predict the reaction product. (8) Given the reactants C(OC([N:8]1[CH2:13][CH2:12][N:11]([C:14]([C:16]2[CH:42]=[C:41]([CH3:43])[C:19]3[N:20]=[C:21]([C:23]4[C:24](=[O:40])[NH:25][CH:26]=[CH:27][C:28]=4[NH:29][CH2:30][CH:31]([C:33]4[CH:38]=[CH:37][CH:36]=[C:35]([Cl:39])[CH:34]=4)[OH:32])[NH:22][C:18]=3[CH:17]=2)=[O:15])[CH2:10][CH2:9]1)=O)(C)(C)C.O1CCOCC1.Cl, predict the reaction product. The product is: [Cl:39][C:35]1[CH:34]=[C:33]([CH:31]([OH:32])[CH2:30][NH:29][C:28]2[CH:27]=[CH:26][NH:25][C:24](=[O:40])[C:23]=2[C:21]2[NH:22][C:18]3[CH:17]=[C:16]([C:14]([N:11]4[CH2:10][CH2:9][NH:8][CH2:13][CH2:12]4)=[O:15])[CH:42]=[C:41]([CH3:43])[C:19]=3[N:20]=2)[CH:38]=[CH:37][CH:36]=1. (9) Given the reactants [C:1]([C@@H:4]1[CH2:8][CH2:7][CH2:6][N:5]1[C:9]([O:11][C:12]([CH3:15])([CH3:14])[CH3:13])=[O:10])(=[O:3])[NH2:2].[Br:16][C:17]1[CH:22]=[CH:21][C:20]([N:23]=[C:24]=[O:25])=[C:19]([F:26])[CH:18]=1, predict the reaction product. The product is: [C:12]([O:11][C:9]([N:5]1[CH2:6][CH2:7][CH2:8][C@H:4]1[C:1]([NH:2][C:24]([NH:23][C:20]1[CH:21]=[CH:22][C:17]([Br:16])=[CH:18][C:19]=1[F:26])=[O:25])=[O:3])=[O:10])([CH3:15])([CH3:14])[CH3:13]. (10) Given the reactants C1(S([O-])(=O)=O)C=CC=CC=1.[CH3:11][N+:12]1[C:16]([C:17](=[O:20])[NH:18][CH3:19])=[C:15]([C:21](=[O:24])[NH:22][CH3:23])[N:14]([CH2:25][CH3:26])[CH:13]=1.[C:27]([OH:36])(=[O:35])[C:28]1[C:29](=[CH:31][CH:32]=[CH:33][CH:34]=1)[OH:30], predict the reaction product. The product is: [C:27]([O-:36])(=[O:35])[C:28]1[C:29](=[CH:31][CH:32]=[CH:33][CH:34]=1)[OH:30].[CH3:11][N+:12]1[C:16]([C:17](=[O:20])[NH:18][CH3:19])=[C:15]([C:21](=[O:24])[NH:22][CH3:23])[N:14]([CH2:25][CH3:26])[CH:13]=1.